Dataset: Full USPTO retrosynthesis dataset with 1.9M reactions from patents (1976-2016). Task: Predict the reactants needed to synthesize the given product. (1) Given the product [C:11]([C:15]1[CH:20]=[CH:19][C:18]([S:21]([NH:1][C:2]2[CH:6]=[CH:5][S:4][C:3]=2[C:7]([O:9][CH3:10])=[O:8])(=[O:23])=[O:22])=[CH:17][CH:16]=1)([CH3:14])([CH3:12])[CH3:13], predict the reactants needed to synthesize it. The reactants are: [NH2:1][C:2]1[CH:6]=[CH:5][S:4][C:3]=1[C:7]([O:9][CH3:10])=[O:8].[C:11]([C:15]1[CH:20]=[CH:19][C:18]([S:21](Cl)(=[O:23])=[O:22])=[CH:17][CH:16]=1)([CH3:14])([CH3:13])[CH3:12].N1C=CC=CC=1. (2) Given the product [CH:12]([OH:46])=[O:53].[C:1]([C:5]1[CH:6]=[C:7]([NH:11][C:12]([NH:13][C@@H:14]2[C:23]3[C:18](=[CH:19][CH:20]=[CH:21][CH:22]=3)[C@H:17]([O:24][C:25]3[CH:26]=[CH:27][C:28]4[N:29]([C:31]([N:34]5[CH2:39][CH2:38][CH:37]([CH2:40][N:48]([CH3:49])[CH3:47])[CH2:36][CH2:35]5)=[N:32][N:33]=4)[CH:30]=3)[CH2:16][CH2:15]2)=[O:46])[N:8]([CH3:10])[N:9]=1)([CH3:3])([CH3:4])[CH3:2], predict the reactants needed to synthesize it. The reactants are: [C:1]([C:5]1[CH:6]=[C:7]([NH:11][C:12](=[O:46])[NH:13][C@@H:14]2[C:23]3[C:18](=[CH:19][CH:20]=[CH:21][CH:22]=3)[C@H:17]([O:24][C:25]3[CH:26]=[CH:27][C:28]4[N:29]([C:31]([N:34]5[CH2:39][CH2:38][CH:37]([CH2:40]OS(C)(=O)=O)[CH2:36][CH2:35]5)=[N:32][N:33]=4)[CH:30]=3)[CH2:16][CH2:15]2)[N:8]([CH3:10])[N:9]=1)([CH3:4])([CH3:3])[CH3:2].[CH3:47][NH:48][CH3:49].C1C[O:53]CC1. (3) Given the product [C:18]([O:17][C:15](=[O:16])[N:13]([C@H:10]1[CH2:9][CH2:8][C@H:7]([CH2:6][CH2:5][CH2:4][OH:3])[CH2:12][CH2:11]1)[CH3:14])([CH3:19])([CH3:21])[CH3:20], predict the reactants needed to synthesize it. The reactants are: C([O:3][C:4](=O)[CH2:5][CH2:6][C@H:7]1[CH2:12][CH2:11][C@H:10]([N:13]([C:15]([O:17][C:18]([CH3:21])([CH3:20])[CH3:19])=[O:16])[CH3:14])[CH2:9][CH2:8]1)C.[Li+].[BH4-].Cl. (4) Given the product [Cl:22][C:7]1[C:8]([C:12]([NH:14][CH2:15][CH:16]2[CH2:21][CH2:20][CH2:19][CH2:18][CH2:17]2)=[O:13])=[C:9]2[C:4](=[CH:5][CH:6]=1)[N:3]=[C:2]([N:26]1[CH2:25][CH2:24][N:23]([CH2:29][C:30]([O:32][CH2:33][CH3:34])=[O:31])[CH2:28][CH2:27]1)[CH:11]=[CH:10]2, predict the reactants needed to synthesize it. The reactants are: Cl[C:2]1[CH:11]=[CH:10][C:9]2[C:8]([C:12]([NH:14][CH2:15][CH:16]3[CH2:21][CH2:20][CH2:19][CH2:18][CH2:17]3)=[O:13])=[C:7]([Cl:22])[CH:6]=[CH:5][C:4]=2[N:3]=1.[N:23]1([CH2:29][C:30]([O:32][CH2:33][CH3:34])=[O:31])[CH2:28][CH2:27][NH:26][CH2:25][CH2:24]1. (5) Given the product [Cl:1][C:2]1[CH:7]=[CH:6][C:5]([N:8]2[C:9](=[O:18])[C:10]3[C:15](=[CH:14][CH:13]=[CH:12][CH:11]=3)[C:16]2=[O:17])=[CH:4][C:3]=1[C:19]1[N:20]=[C:21]2[N:26]=[CH:25][C:24]([N:27]([CH3:38])[C:28](=[O:33])[O:29][CH:30]([CH3:31])[CH3:32])=[CH:23][N:22]2[CH:34]=1, predict the reactants needed to synthesize it. The reactants are: [Cl:1][C:2]1[CH:7]=[CH:6][C:5]([N:8]2[C:16](=[O:17])[C:15]3[C:10](=[CH:11][CH:12]=[CH:13][CH:14]=3)[C:9]2=[O:18])=[CH:4][C:3]=1[C:19]1[N:20]=[C:21]2[N:26]=[CH:25][C:24]([NH:27][C:28](=[O:33])[O:29][CH:30]([CH3:32])[CH3:31])=[CH:23][N:22]2[CH:34]=1.[H-].[Na+].I[CH3:38]. (6) Given the product [C:1]1([O:11][CH2:12][CH2:13][N:16]2[C:17](=[O:24])[C:18]3[C:23](=[CH:22][CH:21]=[CH:20][CH:19]=3)[C:15]2=[O:25])[C:10]2[C:5](=[CH:6][CH:7]=[CH:8][CH:9]=2)[CH:4]=[CH:3][CH:2]=1, predict the reactants needed to synthesize it. The reactants are: [C:1]1([O:11][CH2:12][CH2:13]O)[C:10]2[C:5](=[CH:6][CH:7]=[CH:8][CH:9]=2)[CH:4]=[CH:3][CH:2]=1.[C:15]1(=[O:25])[C:23]2[C:18](=[CH:19][CH:20]=[CH:21][CH:22]=2)[C:17](=[O:24])[NH:16]1.C1C=CC(P(C2C=CC=CC=2)C2C=CC=CC=2)=CC=1.CC(OC(/N=N/C(OC(C)C)=O)=O)C.